Predict the product of the given reaction. From a dataset of Forward reaction prediction with 1.9M reactions from USPTO patents (1976-2016). Given the reactants [NH2:1][C:2]1[C:11]2[N:12]=[C:13]([CH2:23][CH2:24][CH3:25])[N:14]([CH2:15][C:16]([CH3:22])([CH3:21])[CH2:17][C:18](=O)[CH3:19])[C:10]=2[C:9]2[CH:8]=[CH:7][CH:6]=[CH:5][C:4]=2[N:3]=1.Cl.[CH3:27][O:28][NH2:29], predict the reaction product. The product is: [CH3:27][O:28][N:29]=[C:18]([CH2:17][C:16]([CH3:22])([CH3:21])[CH2:15][N:14]1[C:10]2[C:9]3[CH:8]=[CH:7][CH:6]=[CH:5][C:4]=3[N:3]=[C:2]([NH2:1])[C:11]=2[N:12]=[C:13]1[CH2:23][CH2:24][CH3:25])[CH3:19].